The task is: Predict the reactants needed to synthesize the given product.. This data is from Full USPTO retrosynthesis dataset with 1.9M reactions from patents (1976-2016). (1) Given the product [O:13]1[CH2:14][CH2:15][CH2:16][CH2:17][CH:12]1[N:10]1[CH:11]=[C:7]([C@H:1]2[CH2:6][CH2:5][CH2:4][CH2:3][C@@H:2]2[OH:22])[CH:8]=[N:9]1, predict the reactants needed to synthesize it. The reactants are: [C:1]1([C:7]2[CH:8]=[N:9][N:10]([CH:12]3[CH2:17][CH2:16][CH2:15][CH2:14][O:13]3)[CH:11]=2)[CH2:6][CH2:5][CH2:4][CH2:3][CH:2]=1.B.C1C[O:22]CC1.B1([O-])OO1.O.O.O.O.[Na+].S([O-])([O-])(=O)=S.[Na+].[Na+]. (2) The reactants are: [CH3:1][O:2][C:3]([C:5]1[C:6](=[O:17])[S:7][C:8]2[C:13]([C:14]=1[OH:15])=[CH:12][CH:11]=[C:10](Br)[CH:9]=2)=[O:4].[CH:18]1(B(O)O)[CH2:20][CH2:19]1. Given the product [CH3:1][O:2][C:3]([C:5]1[C:6](=[O:17])[S:7][C:8]2[C:13]([C:14]=1[OH:15])=[CH:12][CH:11]=[C:10]([CH:18]1[CH2:20][CH2:19]1)[CH:9]=2)=[O:4], predict the reactants needed to synthesize it. (3) The reactants are: C(=O)([O-])[O-].[K+].[K+].[CH2:7](Br)[C:8]1[CH:13]=[CH:12][CH:11]=[CH:10][CH:9]=1.CN(C)C=O.[OH:20][C:21]1[C:22]([CH:31]=[O:32])=[CH:23][C:24]2[O:29][CH2:28][CH2:27][O:26][C:25]=2[CH:30]=1. Given the product [CH2:7]([O:20][C:21]1[C:22]([CH:31]=[O:32])=[CH:23][C:24]2[O:29][CH2:28][CH2:27][O:26][C:25]=2[CH:30]=1)[C:8]1[CH:13]=[CH:12][CH:11]=[CH:10][CH:9]=1, predict the reactants needed to synthesize it. (4) The reactants are: [CH3:1][CH:2]1[CH:10]([CH3:11])[C:9]2[C:4](=[C:5]([CH3:13])[CH:6]=[CH:7][C:8]=2[CH3:12])[C:3]1=O.[CH3:15][Li].Cl.O. Given the product [CH3:15][CH:3]1[C:4]2[C:9](=[C:8]([CH3:12])[CH:7]=[CH:6][C:5]=2[CH3:13])[C:10]([CH3:11])=[C:2]1[CH3:1], predict the reactants needed to synthesize it. (5) The reactants are: [Cl:1][C:2]1[CH:3]=[C:4]([C:9]2[CH:10]=[C:11]3[C:16](=[CH:17][CH:18]=2)[CH:15]=[C:14]([OH:19])[CH:13]=[CH:12]3)[CH:5]=[CH:6][C:7]=1[OH:8].C1C(=O)N([Cl:27])C(=O)C1. Given the product [Cl:27][C:15]1[C:16]2[C:11](=[CH:10][C:9]([C:4]3[CH:5]=[CH:6][C:7]([OH:8])=[C:2]([Cl:1])[CH:3]=3)=[CH:18][CH:17]=2)[CH:12]=[CH:13][C:14]=1[OH:19], predict the reactants needed to synthesize it. (6) Given the product [CH3:8][C:6]1[C:5]([CH:9]([CH2:14][CH2:15][CH3:16])[C:10]([O:12][CH3:13])=[O:11])=[C:4]([C:17]2[CH:22]=[CH:21][C:20]([CH3:23])=[CH:19][CH:18]=2)[N:3]=[C:2]([NH:34][S:31]([C:28]2[CH:29]=[CH:30][C:25]([CH3:24])=[CH:26][CH:27]=2)(=[O:32])=[O:33])[N:7]=1, predict the reactants needed to synthesize it. The reactants are: Cl[C:2]1[N:7]=[C:6]([CH3:8])[C:5]([CH:9]([CH2:14][CH2:15][CH3:16])[C:10]([O:12][CH3:13])=[O:11])=[C:4]([C:17]2[CH:22]=[CH:21][C:20]([CH3:23])=[CH:19][CH:18]=2)[N:3]=1.[CH3:24][C:25]1[CH:26]=[CH:27][C:28]([S:31]([NH2:34])(=[O:33])=[O:32])=[CH:29][CH:30]=1.CC1(C)C2C(=C(P(C3C=CC=CC=3)C3C=CC=CC=3)C=CC=2)OC2C(P(C3C=CC=CC=3)C3C=CC=CC=3)=CC=CC1=2. (7) Given the product [BrH:19].[NH2:4][C@@H:5]([CH2:9][C:10]1[CH:15]=[CH:14][C:13]([OH:16])=[CH:12][C:11]=1[F:18])[C:6]([OH:8])=[O:7], predict the reactants needed to synthesize it. The reactants are: C([NH:4]/[C:5](=[CH:9]\[C:10]1[CH:15]=[CH:14][C:13]([O:16]C)=[CH:12][C:11]=1[F:18])/[C:6]([OH:8])=[O:7])(=O)C.[BrH:19]. (8) Given the product [CH2:16]([CH:3]([CH2:1][CH3:2])[CH2:4][O:5][C:6]1[CH:11]=[C:10]([CH:12]=[O:13])[CH:9]=[C:8]([CH:7]=1)[CH:14]=[O:15])[CH3:17], predict the reactants needed to synthesize it. The reactants are: [CH2:1]([CH:3]([CH2:16][CH3:17])[CH2:4][O:5][C:6]1[CH:7]=[C:8]([CH2:14][OH:15])[CH:9]=[C:10]([CH2:12][OH:13])[CH:11]=1)[CH3:2].C1C=C[NH+]=CC=1.[O-][Cr](Cl)(=O)=O. (9) Given the product [CH3:1][C:2]1[C:6]2=[N+:7]([O-:9])[C:13]([CH3:14])=[CH:12][CH:10]=[C:5]2[O:4][N:3]=1, predict the reactants needed to synthesize it. The reactants are: [CH3:1][C:2]1[C:6]([N+:7]([O-:9])=O)=[C:5]([CH3:10])[O:4][N:3]=1.N1CC[CH2:14][CH2:13][CH2:12]1.C(=O)CC. (10) Given the product [CH2:1]([O:8][C:9]1[C:10]([CH2:18][CH3:19])=[CH:11][C:12]([B:30]([OH:34])[OH:31])=[C:13]([O:15][CH3:16])[CH:14]=1)[C:2]1[CH:7]=[CH:6][CH:5]=[CH:4][CH:3]=1, predict the reactants needed to synthesize it. The reactants are: [CH2:1]([O:8][C:9]1[C:10]([CH2:18][CH3:19])=[CH:11][C:12](Br)=[C:13]([O:15][CH3:16])[CH:14]=1)[C:2]1[CH:7]=[CH:6][CH:5]=[CH:4][CH:3]=1.C([Li])CCC.CCOCC.[B:30](OCC)([O:34]CC)[O:31]CC.